Dataset: Forward reaction prediction with 1.9M reactions from USPTO patents (1976-2016). Task: Predict the product of the given reaction. Given the reactants [OH:1][C:2]1[CH:10]=[CH:9][C:8]2[N:7]3[CH2:11][CH2:12][CH:13]([CH2:14][C:15]([O:17][C:18]([CH3:21])([CH3:20])[CH3:19])=[O:16])[C:6]3=[CH:5][C:4]=2[CH:3]=1.O[CH2:23][C:24]1[CH:25]=[C:26]([CH:29]=[C:30]([O:32][C:33]([F:36])([F:35])[F:34])[CH:31]=1)[C:27]#[N:28].C1(P(C2C=CC=CC=2)C2C=CC=CC=2)C=CC=CC=1.N(C(OC(C)C)=O)=NC(OC(C)C)=O, predict the reaction product. The product is: [C:27]([C:26]1[CH:25]=[C:24]([CH:31]=[C:30]([O:32][C:33]([F:34])([F:36])[F:35])[CH:29]=1)[CH2:23][O:1][C:2]1[CH:10]=[CH:9][C:8]2[N:7]3[CH2:11][CH2:12][CH:13]([CH2:14][C:15]([O:17][C:18]([CH3:21])([CH3:20])[CH3:19])=[O:16])[C:6]3=[CH:5][C:4]=2[CH:3]=1)#[N:28].